Task: Predict the reactants needed to synthesize the given product.. Dataset: Full USPTO retrosynthesis dataset with 1.9M reactions from patents (1976-2016) (1) Given the product [Cl:26][C:27]1[C:35]2[C:30](=[CH:31][CH:32]=[C:33]([C:36]3[N:37]=[C:5]([C:4]4[CH:8]=[CH:9][C:10]([OH:11])=[C:2]([Cl:1])[CH:3]=4)[O:7][N:38]=3)[CH:34]=2)[N:29]([CH2:40][CH2:41][C:42]([O:44][CH2:45][CH3:46])=[O:43])[CH:28]=1, predict the reactants needed to synthesize it. The reactants are: [Cl:1][C:2]1[CH:3]=[C:4]([CH:8]=[CH:9][C:10]=1[OH:11])[C:5]([OH:7])=O.C(Cl)CCl.C1C=CC2N(O)N=NC=2C=1.[Cl:26][C:27]1[C:35]2[C:30](=[CH:31][CH:32]=[C:33]([C:36]([NH:38]O)=[NH:37])[CH:34]=2)[N:29]([CH2:40][CH2:41][C:42]([O:44][CH2:45][CH3:46])=[O:43])[CH:28]=1. (2) Given the product [Cl:32][C:25]1[CH:26]=[C:27]([C:28]2[NH:6][C:4](=[O:5])[C:3]3[C:2](=[CH:10][C:9]([O:11][CH3:12])=[CH:8][C:7]=3[O:13][CH3:14])[N:1]=2)[CH:30]=[CH:31][C:24]=1[O:23][CH2:22][CH2:21][OH:20], predict the reactants needed to synthesize it. The reactants are: [NH2:1][C:2]1[CH:10]=[C:9]([O:11][CH3:12])[CH:8]=[C:7]([O:13][CH3:14])[C:3]=1[C:4]([NH2:6])=[O:5].C([Si](C)(C)[O:20][CH2:21][CH2:22][O:23][C:24]1[CH:31]=[CH:30][C:27]([CH:28]=O)=[CH:26][C:25]=1[Cl:32])(C)(C)C.O.C1(C)C=CC(S(O)(=O)=O)=CC=1.S([O-])(O)=O.[Na+].